This data is from Full USPTO retrosynthesis dataset with 1.9M reactions from patents (1976-2016). The task is: Predict the reactants needed to synthesize the given product. (1) Given the product [CH3:40][C:32]1[CH:31]=[C:30]([C:22]2[CH:23]=[C:24]([C:26]([F:27])([F:28])[F:29])[N:25]=[C:20]([N:18]3[CH:19]=[C:15]([C:11]4[CH:10]=[C:9]([S:6]([NH2:5])(=[O:8])=[O:7])[CH:14]=[CH:13][CH:12]=4)[N:16]=[CH:17]3)[N:21]=2)[CH:35]=[CH:34][C:33]=1[C:36]([F:39])([F:38])[F:37], predict the reactants needed to synthesize it. The reactants are: C([NH:5][S:6]([C:9]1[CH:14]=[CH:13][CH:12]=[C:11]([C:15]2[N:16]=[CH:17][N:18]([C:20]3[N:25]=[C:24]([C:26]([F:29])([F:28])[F:27])[CH:23]=[C:22]([C:30]4[CH:35]=[CH:34][C:33]([C:36]([F:39])([F:38])[F:37])=[C:32]([CH3:40])[CH:31]=4)[N:21]=3)[CH:19]=2)[CH:10]=1)(=[O:8])=[O:7])(C)(C)C.C(O)(C(F)(F)F)=O. (2) Given the product [F:38][C:39]([F:52])([F:51])[S:40]([O:27][C:17]1[C:18]([NH:20][C:21]2[CH:26]=[CH:25][N:24]=[CH:23][CH:22]=2)=[N:19][C:14]([C:7]2[C:8]3[C:13](=[CH:12][CH:11]=[CH:10][CH:9]=3)[N:5]([CH2:4][C:3]3[CH:28]=[CH:29][CH:30]=[CH:31][C:2]=3[F:1])[N:6]=2)=[N:15][CH:16]=1)(=[O:42])=[O:41], predict the reactants needed to synthesize it. The reactants are: [F:1][C:2]1[CH:31]=[CH:30][CH:29]=[CH:28][C:3]=1[CH2:4][N:5]1[C:13]2[C:8](=[CH:9][CH:10]=[CH:11][CH:12]=2)[C:7]([C:14]2[N:19]=[C:18]([NH:20][C:21]3[CH:26]=[CH:25][N:24]=[CH:23][CH:22]=3)[C:17]([OH:27])=[CH:16][N:15]=2)=[N:6]1.N1C=CC=CC=1.[F:38][C:39]([F:52])([F:51])[S:40](O[S:40]([C:39]([F:52])([F:51])[F:38])(=[O:42])=[O:41])(=[O:42])=[O:41]. (3) Given the product [F:9][C:6]1[C:7]([I:8])=[C:2]2[NH:14][N:13]=[C:10]([NH2:11])[C:3]2=[N:4][CH:5]=1, predict the reactants needed to synthesize it. The reactants are: F[C:2]1[C:3]([C:10]#[N:11])=[N:4][CH:5]=[C:6]([F:9])[C:7]=1[I:8].O.[NH2:13][NH2:14]. (4) Given the product [F:1][C:2]1[CH:7]=[C:6]([F:8])[C:5]([F:9])=[CH:4][C:3]=1[CH2:10][C:11](=[O:13])[CH2:28][C:32]([O:34][CH3:14])=[O:33], predict the reactants needed to synthesize it. The reactants are: [F:1][C:2]1[CH:7]=[C:6]([F:8])[C:5]([F:9])=[CH:4][C:3]=1[CH2:10][C:11]([OH:13])=O.[C:14](N1C=CN=C1)(N1C=CN=C1)=O.[Mg+2].C[CH:28]([C:32]([O-:34])=[O:33])C([O-])=O. (5) Given the product [NH2:27][CH:25]([C:22]1[CH:21]=[CH:20][C:19]([NH:18][C:13]2[N:12]=[C:11]([CH2:10][CH2:9][C:8]3[CH:35]=[CH:36][CH:37]=[CH:38][C:7]=3[C:4]3([C:1]([NH2:2])=[O:3])[CH2:5][CH2:6]3)[C:16]([Cl:17])=[CH:15][N:14]=2)=[CH:24][CH:23]=1)[CH3:26], predict the reactants needed to synthesize it. The reactants are: [C:1]([C:4]1([C:7]2[CH:38]=[CH:37][CH:36]=[CH:35][C:8]=2[CH2:9][CH2:10][C:11]2[C:16]([Cl:17])=[CH:15][N:14]=[C:13]([NH:18][C:19]3[CH:24]=[CH:23][C:22]([CH:25]([NH:27]C(=O)OC(C)(C)C)[CH3:26])=[CH:21][CH:20]=3)[N:12]=2)[CH2:6][CH2:5]1)(=[O:3])[NH2:2].FC(F)(F)C(O)=O. (6) Given the product [CH3:1][O:2][NH:3][C:4]([C:6]1[C:7](=[O:29])[C:8]2[CH:13]=[N:12][C:11]([NH:44][C:40]3[CH:41]=[CH:42][CH:43]=[C:38]([N:33]4[CH2:32][CH:31]([CH3:30])[NH:36][CH:35]([CH3:37])[CH2:34]4)[CH:39]=3)=[N:10][C:9]=2[N:18]([C:20]2[CH:21]=[C:22]3[C:26](=[CH:27][CH:28]=2)[CH2:25][CH2:24][CH2:23]3)[CH:19]=1)=[O:5], predict the reactants needed to synthesize it. The reactants are: [CH3:1][O:2][NH:3][C:4]([C:6]1[C:7](=[O:29])[C:8]2[CH:13]=[N:12][C:11](S(C)(=O)=O)=[N:10][C:9]=2[N:18]([C:20]2[CH:21]=[C:22]3[C:26](=[CH:27][CH:28]=2)[CH2:25][CH2:24][CH2:23]3)[CH:19]=1)=[O:5].[CH3:30][CH:31]1[NH:36][CH:35]([CH3:37])[CH2:34][N:33]([C:38]2[CH:39]=[C:40]([NH2:44])[CH:41]=[CH:42][CH:43]=2)[CH2:32]1.